The task is: Binary Classification. Given a drug SMILES string, predict its activity (active/inactive) in a high-throughput screening assay against a specified biological target.. This data is from Cav3 T-type calcium channel HTS with 100,875 compounds. The compound is OC(CNC(C)(C)C)c1cc(O)cc(O)c1. The result is 0 (inactive).